Dataset: Full USPTO retrosynthesis dataset with 1.9M reactions from patents (1976-2016). Task: Predict the reactants needed to synthesize the given product. (1) Given the product [Cl:23][C:24]1[CH:25]=[C:26]2[C:30](=[CH:31][CH:32]=1)[N:29]([CH:33]([CH3:37])[C:34]([N:6]1[CH2:5][CH2:4][N:3]([C:8]3[CH:9]=[CH:10][C:11]([S:14]([NH:17][C:18]4[S:19][CH:20]=[CH:21][N:22]=4)(=[O:16])=[O:15])=[CH:12][CH:13]=3)[C:2](=[O:1])[CH2:7]1)=[O:35])[C:28]([CH3:38])=[CH:27]2, predict the reactants needed to synthesize it. The reactants are: [O:1]=[C:2]1[CH2:7][NH:6][CH2:5][CH2:4][N:3]1[C:8]1[CH:13]=[CH:12][C:11]([S:14]([NH:17][C:18]2[S:19][CH:20]=[CH:21][N:22]=2)(=[O:16])=[O:15])=[CH:10][CH:9]=1.[Cl:23][C:24]1[CH:25]=[C:26]2[C:30](=[CH:31][CH:32]=1)[N:29]([CH:33]([CH3:37])[C:34](O)=[O:35])[C:28]([CH3:38])=[CH:27]2.CN(C(ON1N=NC2C=CC=NC1=2)=[N+](C)C)C.F[P-](F)(F)(F)(F)F.C(=O)(O)[O-].[Na+]. (2) Given the product [NH2:1][C:2]1[CH:7]=[CH:6][C:5]([C:8]([N:10]2[CH2:14][CH2:13][C@@H:12]([NH:15][C:16]3[N:21]=[C:20]([C:22]4[C:30]5[C:25](=[CH:26][CH:27]=[CH:28][CH:29]=5)[NH:24][CH:23]=4)[C:19]([Cl:40])=[CH:18][N:17]=3)[CH2:11]2)=[O:9])=[CH:4][CH:3]=1, predict the reactants needed to synthesize it. The reactants are: [NH2:1][C:2]1[CH:7]=[CH:6][C:5]([C:8]([N:10]2[CH2:14][CH2:13][C@@H:12]([NH:15][C:16]3[N:21]=[C:20]([C:22]4[C:30]5[C:25](=[CH:26][CH:27]=[CH:28][CH:29]=5)[N:24](S(C5C=CC=CC=5)(=O)=O)[CH:23]=4)[C:19]([Cl:40])=[CH:18][N:17]=3)[CH2:11]2)=[O:9])=[CH:4][CH:3]=1.[OH-].[Na+]. (3) Given the product [ClH:48].[NH:14]1[C:15]2[C:11](=[CH:10][C:9]([NH:8][C:25]3[CH:30]=[CH:29][N:28]=[C:27]([C:31]4[CH:32]=[C:33]([NH:37][C:38]([N:40]5[CH2:41][CH2:42][O:43][CH2:44][CH2:45]5)=[O:39])[CH:34]=[CH:35][CH:36]=4)[N:26]=3)=[CH:17][CH:16]=2)[CH:12]=[N:13]1, predict the reactants needed to synthesize it. The reactants are: C(OC([N:8]([C:25]1[CH:30]=[CH:29][N:28]=[C:27]([C:31]2[CH:36]=[CH:35][CH:34]=[C:33]([NH:37][C:38]([N:40]3[CH2:45][CH2:44][O:43][CH2:42][CH2:41]3)=[O:39])[CH:32]=2)[N:26]=1)[C:9]1[CH:10]=[C:11]2[C:15](=[CH:16][CH:17]=1)[N:14](C(OC(C)(C)C)=O)[N:13]=[CH:12]2)=O)(C)(C)C.CO.[ClH:48].